Dataset: Forward reaction prediction with 1.9M reactions from USPTO patents (1976-2016). Task: Predict the product of the given reaction. (1) Given the reactants [Cl:1][C:2]1[N:7]=[C:6]([C:8]2[CH:9]=[N:10][C:11]([NH:14][CH3:15])=[N:12][CH:13]=2)[CH:5]=[C:4](Cl)[N:3]=1.[NH:17]1[CH2:22][CH2:21][O:20][CH2:19][CH2:18]1, predict the reaction product. The product is: [Cl:1][C:2]1[N:7]=[C:6]([C:8]2[CH:9]=[N:10][C:11]([NH:14][CH3:15])=[N:12][CH:13]=2)[CH:5]=[C:4]([N:17]2[CH2:22][CH2:21][O:20][CH2:19][CH2:18]2)[N:3]=1. (2) Given the reactants [CH3:1][O:2][C:3]1[CH:4]=[C:5]([NH2:13])[CH:6]=[C:7]([O:11][CH3:12])[C:8]=1[O:9][CH3:10].[N+:14]([C:17]1[CH:25]=[CH:24][C:20]([C:21](Cl)=[O:22])=[CH:19][CH:18]=1)([O-:16])=[O:15], predict the reaction product. The product is: [N+:14]([C:17]1[CH:18]=[CH:19][C:20]([C:21]([NH:13][C:5]2[CH:6]=[C:7]([O:11][CH3:12])[C:8]([O:9][CH3:10])=[C:3]([O:2][CH3:1])[CH:4]=2)=[O:22])=[CH:24][CH:25]=1)([O-:16])=[O:15]. (3) The product is: [CH3:10][N:9]([C:11]([C@@H:13]1[CH2:17][C@@H:16]([S:18][CH2:19][C:20]2[CH:21]=[CH:22][C:23]([O:26][CH3:27])=[CH:24][CH:25]=2)[CH2:15][N:14]1[S:28]([C:31]1[CH:40]=[CH:39][C:38]2[C:33](=[CH:34][CH:35]=[CH:36][CH:37]=2)[CH:32]=1)(=[O:29])=[O:30])=[O:12])[NH2:8]. Given the reactants C(OC([NH:8][N:9]([C:11]([C@@H:13]1[CH2:17][C@@H:16]([S:18][CH2:19][C:20]2[CH:25]=[CH:24][C:23]([O:26][CH3:27])=[CH:22][CH:21]=2)[CH2:15][N:14]1[S:28]([C:31]1[CH:40]=[CH:39][C:38]2[C:33](=[CH:34][CH:35]=[CH:36][CH:37]=2)[CH:32]=1)(=[O:30])=[O:29])=[O:12])[CH3:10])=O)(C)(C)C.C(O)(C(F)(F)F)=O, predict the reaction product. (4) Given the reactants [NH2:1][C:2]1[N:31]=[C:5]2[N:6]([C:21]3[CH:26]=[CH:25][CH:24]=[C:23]([C:27]([F:30])([F:29])[F:28])[CH:22]=3)[C:7]([CH3:20])=[C:8]([C:18]#[N:19])[C@@H:9]([C:10]3[CH:15]=[CH:14][C:13]([C:16]#[N:17])=[CH:12][CH:11]=3)[N:4]2[N:3]=1.Cl[C:33]([O:35][CH2:36][C:37]1[CH:42]=[CH:41][CH:40]=[CH:39][CH:38]=1)=[O:34], predict the reaction product. The product is: [C:18]([C:8]1[C@@H:9]([C:10]2[CH:15]=[CH:14][C:13]([C:16]#[N:17])=[CH:12][CH:11]=2)[N:4]2[N:3]=[C:2]([NH:1][C:33](=[O:34])[O:35][CH2:36][C:37]3[CH:42]=[CH:41][CH:40]=[CH:39][CH:38]=3)[N:31]=[C:5]2[N:6]([C:21]2[CH:26]=[CH:25][CH:24]=[C:23]([C:27]([F:28])([F:30])[F:29])[CH:22]=2)[C:7]=1[CH3:20])#[N:19]. (5) The product is: [Br:1][C:2]1[CH:20]=[CH:19][C:5]([C:6]2[C:8]3[C:9](=[CH:13][C:14]([O:17][CH3:18])=[CH:15][CH:16]=3)[C:10](=[O:11])[NH:23][N:22]=2)=[CH:4][CH:3]=1. Given the reactants [Br:1][C:2]1[CH:20]=[CH:19][C:5]([C:6]([C:8]2[CH:16]=[CH:15][C:14]([O:17][CH3:18])=[CH:13][C:9]=2[C:10](O)=[O:11])=O)=[CH:4][CH:3]=1.O.[NH2:22][NH2:23], predict the reaction product. (6) Given the reactants F[C:2](F)(F)[C:3]([OH:5])=O.N[C@@H:9]1CCN(C2N=C3C(N=CN3[C@@H]3C[C@H](NC(=O)COCC4C=CC=CC=4)[C@@H](O)[C@H]3O)=C(NCC(C3C=CC=CC=3)C3C=CC=CC=3)N=2)C1.[NH:57]1[CH2:61][CH2:60][C@@H:59]([NH:62][C:63](=[O:70])[C:64]2[CH:69]=[CH:68][N:67]=[CH:66][CH:65]=2)[CH2:58]1.[CH3:71][O:72][C:73]1[CH:78]=[CH:77][C:76]([CH:79]([C:104]2[CH:109]=CC(OC)=[CH:106][CH:105]=2)[CH2:80][NH:81][C:82]2[N:90]=[C:89]([Cl:91])[N:88]=[C:87]3[C:83]=2[N:84]=[CH:85][N:86]3[C@@H:92]2[CH2:96][C@H:95]([NH:97][C:98](=[O:101])[CH2:99][CH3:100])[C@@H:94]([OH:102])[C@H:93]2[OH:103])=[CH:75][CH:74]=1.C(OC(=O)N([C@H]1C[C@@H](N2C=NC3C2=NC(Cl)=NC=3Cl)[C@H](O)[C@@H]1O)C(=O)CC)(C)(C)C.C(N)(=O)CC, predict the reaction product. The product is: [ClH:91].[CH3:71][O:72][C:73]1[CH:78]=[CH:77][C:76]([CH:79]([C:104]2[CH:109]=[CH:2][C:3]([O:5][CH3:9])=[CH:106][CH:105]=2)[CH2:80][NH:81][C:82]2[N:90]=[C:89]([N:57]3[CH2:61][CH2:60][C@@H:59]([NH:62][C:63](=[O:70])[C:64]4[CH:69]=[CH:68][N:67]=[CH:66][CH:65]=4)[CH2:58]3)[N:88]=[C:87]3[C:83]=2[N:84]=[CH:85][N:86]3[C@@H:92]2[CH2:96][C@H:95]([NH:97][C:98](=[O:101])[CH2:99][CH3:100])[C@@H:94]([OH:102])[C@H:93]2[OH:103])=[CH:75][CH:74]=1.